This data is from Reaction yield outcomes from USPTO patents with 853,638 reactions. The task is: Predict the reaction yield, written as a fraction of the theoretical maximum amount of product (1.0 means a 100% yield; for example, 0.34 means a 34% yield). (1) The reactants are [OH:1][N:2]1[C:6](=O)[CH2:5][CH2:4][C:3]1=O.C(N(CC)CC)C.[Br:16][C:17]([CH3:22])([CH3:21])[C:18](Br)=[O:19]. The catalyst is C(Cl)Cl. The product is [N:2]1([O:1][C:18](=[O:19])[C:17]([Br:16])([CH3:22])[CH3:21])[CH2:6][CH2:5][CH2:4][CH2:3]1. The yield is 0.390. (2) The reactants are [Si]([O:8][CH2:9][CH2:10][N:11]1[CH2:17][CH2:16][C:15]2[S:18][C:19]([NH:21][C:22]3[N:27]=[CH:26][C:25]([F:28])=[CH:24][N:23]=3)=[N:20][C:14]=2[C:13]2=[CH:29][N:30]([CH2:32][C:33]3[CH:38]=[CH:37][C:36]([O:39][CH3:40])=[CH:35][CH:34]=3)[N:31]=[C:12]12)(C(C)(C)C)(C)C.Cl. The catalyst is CO. The product is [F:28][C:25]1[CH:24]=[N:23][C:22]([NH:21][C:19]2[S:18][C:15]3[CH2:16][CH2:17][N:11]([CH2:10][CH2:9][OH:8])[C:12]4=[N:31][N:30]([CH2:32][C:33]5[CH:38]=[CH:37][C:36]([O:39][CH3:40])=[CH:35][CH:34]=5)[CH:29]=[C:13]4[C:14]=3[N:20]=2)=[N:27][CH:26]=1. The yield is 0.930. (3) The reactants are [CH3:1][O:2][C:3]([C:5]1([C:8]2[CH:13]=[CH:12][C:11]([O:14][CH2:15][CH2:16][C:17]([OH:19])=O)=[CH:10][CH:9]=2)[CH2:7][CH2:6]1)=[O:4].C(Cl)(=O)C(Cl)=O. The catalyst is C(Cl)Cl.CN(C=O)C. The product is [O:19]=[C:17]1[C:10]2[C:11](=[CH:12][CH:13]=[C:8]([C:5]3([C:3]([OH:2])=[O:4])[CH2:6][CH2:7]3)[CH:9]=2)[O:14][CH2:15][CH2:16]1.[O:19]=[C:17]1[C:10]2[C:11](=[CH:12][CH:13]=[C:8]([C:5]3([C:3]([O:2][CH3:1])=[O:4])[CH2:6][CH2:7]3)[CH:9]=2)[O:14][CH2:15][CH2:16]1. The yield is 0.190. (4) The reactants are [Cl:1][C:2]1[N:3]=[C:4]([C:9]([NH:11][C:12]2[CH:28]=[CH:27][C:15]3[N:16]([C:20]([O:22]C(C)(C)C)=O)[CH2:17][CH2:18][O:19][C:14]=3[CH:13]=2)=[O:10])[NH:5][C:6]=1[CH2:7][CH3:8].Cl.C(OCC)(=O)C.[C:36]([O:43][CH2:44][CH3:45])(=[O:42])[CH2:37][CH2:38]C([O-])=O.CCN=C=NCCCN(C)C.Cl.C(N(CC)C(C)C)(C)C. The catalyst is CN(C1C=CN=CC=1)C. The product is [Cl:1][C:2]1[N:3]=[C:4]([C:9]([NH:11][C:12]2[CH:28]=[CH:27][C:15]3[N:16]([C:20](=[O:22])[CH2:38][CH2:37][C:36]([O:43][CH2:44][CH3:45])=[O:42])[CH2:17][CH2:18][O:19][C:14]=3[CH:13]=2)=[O:10])[NH:5][C:6]=1[CH2:7][CH3:8]. The yield is 0.380. (5) The reactants are [Cl-].[CH3:2][O:3][C:4]1[CH:11]=[CH:10][CH:9]=[CH:8][C:5]=1[CH2:6][Zn+].C(Cl)Cl.[O:15]1[C:19]2[CH:20]=[CH:21][C:22]([C:24]3([C:27]([NH:29][C:30]4[CH:31]=[N:32][C:33](Br)=[CH:34][CH:35]=4)=[O:28])[CH2:26][CH2:25]3)=[CH:23][C:18]=2[O:17][CH2:16]1.C(N(CC([O-])=O)CC(O)=O)CN(CC([O-])=O)CC(O)=O.[Na+].[Na+].[NH4+].[Cl-]. The catalyst is C1COCC1. The product is [O:15]1[C:19]2[CH:20]=[CH:21][C:22]([C:24]3([C:27]([NH:29][C:30]4[CH:31]=[N:32][C:33]([CH2:6][C:5]5[CH:8]=[CH:9][CH:10]=[CH:11][C:4]=5[O:3][CH3:2])=[CH:34][CH:35]=4)=[O:28])[CH2:26][CH2:25]3)=[CH:23][C:18]=2[O:17][CH2:16]1. The yield is 0.680. (6) The reactants are C([NH:5][S:6]([C:9]1[CH:10]=[N:11][CH:12]=[C:13]([C:15]2[C:24]3[C:19](=[C:20]([C:25]4[CH:30]=[CH:29][CH:28]=[CH:27][CH:26]=4)[CH:21]=[CH:22][CH:23]=3)[C:18]([NH:31][C:32]3[CH:37]=[CH:36][CH:35]=[C:34]([F:38])[CH:33]=3)=[N:17][N:16]=2)[CH:14]=1)(=[O:8])=[O:7])(C)(C)C.C(O)(C(F)(F)F)=O. No catalyst specified. The product is [F:38][C:34]1[CH:33]=[C:32]([NH:31][C:18]2[C:19]3[C:24](=[CH:23][CH:22]=[CH:21][C:20]=3[C:25]3[CH:26]=[CH:27][CH:28]=[CH:29][CH:30]=3)[C:15]([C:13]3[CH:14]=[C:9]([S:6]([NH2:5])(=[O:7])=[O:8])[CH:10]=[N:11][CH:12]=3)=[N:16][N:17]=2)[CH:37]=[CH:36][CH:35]=1. The yield is 0.270. (7) The reactants are [CH3:1][O:2][C:3]1[CH:8]=[CH:7][C:6]([C:9]2[CH:10]=[CH:11][C:12](=[O:15])[NH:13][CH:14]=2)=[CH:5][CH:4]=1.C([O-])([O-])=O.[K+].[K+].Br[CH2:23][CH2:24][O:25][C:26]1[CH:31]=[CH:30][CH:29]=[CH:28][CH:27]=1.C(#N)C. The catalyst is C1COCC1. The product is [CH3:1][O:2][C:3]1[CH:8]=[CH:7][C:6]([C:9]2[CH:10]=[CH:11][C:12](=[O:15])[N:13]([CH2:23][CH2:24][O:25][C:26]3[CH:31]=[CH:30][CH:29]=[CH:28][CH:27]=3)[CH:14]=2)=[CH:5][CH:4]=1. The yield is 0.440.